This data is from Full USPTO retrosynthesis dataset with 1.9M reactions from patents (1976-2016). The task is: Predict the reactants needed to synthesize the given product. The reactants are: [C:1]([O:5][C:6]([N:8]1[CH2:12][CH2:11][CH2:10][C@H:9]1[CH:13]=O)=[O:7])([CH3:4])([CH3:3])[CH3:2].[C:15](Br)(Br)(Br)Br.C1(P(C2C=CC=CC=2)C2C=CC=CC=2)C=CC=CC=1. Given the product [C:1]([O:5][C:6]([N:8]1[CH2:12][CH2:11][CH2:10][C@H:9]1[C:13]#[CH:15])=[O:7])([CH3:4])([CH3:3])[CH3:2], predict the reactants needed to synthesize it.